From a dataset of Peptide-MHC class II binding affinity with 134,281 pairs from IEDB. Regression. Given a peptide amino acid sequence and an MHC pseudo amino acid sequence, predict their binding affinity value. This is MHC class II binding data. (1) The peptide sequence is DVVPEKYTIGATYAP. The MHC is DRB1_1501 with pseudo-sequence DRB1_1501. The binding affinity (normalized) is 0.131. (2) The peptide sequence is LASVAMCRTPFSLAE. The MHC is DRB5_0101 with pseudo-sequence DRB5_0101. The binding affinity (normalized) is 0.898.